This data is from Reaction yield outcomes from USPTO patents with 853,638 reactions. The task is: Predict the reaction yield, written as a fraction of the theoretical maximum amount of product (1.0 means a 100% yield; for example, 0.34 means a 34% yield). (1) The product is [CH3:32][N:33]1[CH2:34][CH2:35][N:36]([C:39]2[CH:44]=[CH:43][C:42]([NH:45][CH:2]=[C:3]3[C:11]4[C:6](=[CH:7][CH:8]=[C:9]([C:12]([C:14]5[CH:15]=[C:16]([NH:20][C:21]([C:23]6[N:24]([CH2:29][CH3:30])[N:25]=[C:26]([CH3:28])[CH:27]=6)=[O:22])[CH:17]=[CH:18][CH:19]=5)=[O:13])[CH:10]=4)[NH:5][C:4]3=[O:31])=[CH:41][CH:40]=2)[CH2:37][CH2:38]1. The reactants are O[CH:2]=[C:3]1[C:11]2[C:6](=[CH:7][CH:8]=[C:9]([C:12]([C:14]3[CH:15]=[C:16]([NH:20][C:21]([C:23]4[N:24]([CH2:29][CH3:30])[N:25]=[C:26]([CH3:28])[CH:27]=4)=[O:22])[CH:17]=[CH:18][CH:19]=3)=[O:13])[CH:10]=2)[NH:5][C:4]1=[O:31].[CH3:32][N:33]1[CH2:38][CH2:37][N:36]([C:39]2[CH:44]=[CH:43][C:42]([NH2:45])=[CH:41][CH:40]=2)[CH2:35][CH2:34]1. The yield is 0.570. The catalyst is C1COCC1. (2) The reactants are [F:1][C:2]1[C:3](F)=[C:4]([F:13])[C:5]([F:12])=[C:6]([C:10]#[N:11])[C:7]=1[C:8]#[N:9].[F-:15].[K+].[Cl:17][C:18]1[C:23]([OH:24])=[C:22]([Cl:25])[C:21]([Cl:26])=[C:20]([OH:27])[C:19]=1[Cl:28]. The catalyst is C(#N)C. The product is [C:8]([C:7]1[C:2]([F:1])=[C:3]([C:4]([F:13])=[C:5]([F:12])[C:6]=1[C:10]#[N:11])[O:24][C:23]1[C:18]([Cl:17])=[C:19]([Cl:28])[C:20]([O:27][C:3]2[C:4]([F:15])=[C:5]([F:12])[C:6]([C:10]#[N:11])=[C:7]([C:8]#[N:9])[C:2]=2[F:1])=[C:21]([Cl:26])[C:22]=1[Cl:25])#[N:9]. The yield is 0.840. (3) The reactants are [C:1]([O:5][C:6]([NH:8][C@@H:9]([CH3:16])/[CH:10]=[CH:11]/[C:12]([O:14][CH3:15])=[O:13])=[O:7])([CH3:4])([CH3:3])[CH3:2].C(OC(N[C@H](C)C(N(OC)C)=O)=O)(C)(C)C. No catalyst specified. The product is [C:1]([O:5][C:6]([NH:8][C@H:9]([CH3:16])/[CH:10]=[CH:11]/[C:12]([O:14][CH3:15])=[O:13])=[O:7])([CH3:4])([CH3:3])[CH3:2]. The yield is 0.790. (4) The reactants are [NH:1]1[C:10]2[C:5](=[CH:6][CH:7]=[CH:8][CH:9]=2)[CH2:4][CH2:3][CH:2]1C=O.[CH3:13][CH:14]1[CH2:19][CH2:18][CH2:17][CH2:16][CH:15]1[NH2:20].[CH3:21]O. No catalyst specified. The product is [NH:1]1[C:10]2[C:5](=[CH:6][CH:7]=[CH:8][C:9]=2/[CH:21]=[N:20]/[CH:15]2[CH2:16][CH2:17][CH2:18][CH2:19][CH:14]2[CH3:13])[CH2:4][CH2:3][CH2:2]1. The yield is 0.500.